From a dataset of Forward reaction prediction with 1.9M reactions from USPTO patents (1976-2016). Predict the product of the given reaction. (1) Given the reactants Cl.[F:2][C:3]1[CH:8]=[CH:7][C:6]([NH:9][C:10]2[CH:15]=[CH:14][N:13]=[C:12]([NH:16][C:17]3[CH:22]=[CH:21][C:20]([S:23](Cl)(=[O:25])=[O:24])=[CH:19][CH:18]=3)[N:11]=2)=[CH:5][CH:4]=1.[CH3:27][N:28]1[CH2:33][CH2:32][CH:31]([NH:34][CH2:35][C:36]#[CH:37])[CH2:30][CH2:29]1, predict the reaction product. The product is: [F:2][C:3]1[CH:8]=[CH:7][C:6]([NH:9][C:10]2[CH:15]=[CH:14][N:13]=[C:12]([NH:16][C:17]3[CH:22]=[CH:21][C:20]([S:23]([N:34]([CH2:35][C:36]#[CH:37])[CH:31]4[CH2:32][CH2:33][N:28]([CH3:27])[CH2:29][CH2:30]4)(=[O:25])=[O:24])=[CH:19][CH:18]=3)[N:11]=2)=[CH:5][CH:4]=1. (2) Given the reactants [F:1][C:2]1[CH:9]=[C:8]([OH:10])[CH:7]=[CH:6][C:3]=1[C:4]#[N:5].[CH3:11][O:12][C:13](=[O:22])[C:14]1[CH:19]=[CH:18][CH:17]=[CH:16][C:15]=1[CH2:20]Br, predict the reaction product. The product is: [CH3:11][O:12][C:13](=[O:22])[C:14]1[CH:19]=[CH:18][CH:17]=[CH:16][C:15]=1[CH2:20][O:10][C:8]1[CH:7]=[CH:6][C:3]([C:4]#[N:5])=[C:2]([F:1])[CH:9]=1.